This data is from Forward reaction prediction with 1.9M reactions from USPTO patents (1976-2016). The task is: Predict the product of the given reaction. (1) Given the reactants [F:1][C:2]1[CH:3]=[C:4]([N:22]2[CH2:26][C@H:25]([CH2:27][N:28]3[CH:32]=[CH:31][N:30]=[N:29]3)[O:24][C:23]2=[O:33])[CH:5]=[CH:6][C:7]=1[C:8]1[CH:9]=[N+:10]([O-])[C:11]([C:14]2[CH2:18][CH:17]([CH2:19][OH:20])[O:16][N:15]=2)=[CH:12][CH:13]=1.C(=O)([O-])[O-].[K+].[K+], predict the reaction product. The product is: [F:1][C:2]1[CH:3]=[C:4]([N:22]2[CH2:26][C@H:25]([CH2:27][N:28]3[CH:32]=[CH:31][N:30]=[N:29]3)[O:24][C:23]2=[O:33])[CH:5]=[CH:6][C:7]=1[C:8]1[CH:9]=[N:10][C:11]([C:14]2[CH2:18][CH:17]([C:19]3([OH:20])[CH2:25][CH2:26][N:22]([CH3:23])[CH2:4][CH2:3]3)[O:16][N:15]=2)=[CH:12][CH:13]=1. (2) Given the reactants [CH3:1][C@@H:2]1[O:7][C@H:6]([CH3:8])[CH2:5][N:4]([C:9]2[C:14]([CH:15]=[O:16])=[CH:13][C:12](B3OC(C)(C)C(C)(C)O3)=[CH:11][N:10]=2)[CH2:3]1.Br[C:27]1[S:28][C:29]([CH3:32])=[CH:30][CH:31]=1, predict the reaction product. The product is: [CH3:8][C@H:6]1[O:7][C@@H:2]([CH3:1])[CH2:3][N:4]([C:9]2[C:14]([CH:15]=[O:16])=[CH:13][C:12]([C:27]3[S:28][C:29]([CH3:32])=[CH:30][CH:31]=3)=[CH:11][N:10]=2)[CH2:5]1.